This data is from Catalyst prediction with 721,799 reactions and 888 catalyst types from USPTO. The task is: Predict which catalyst facilitates the given reaction. (1) Reactant: [CH3:1][O:2][C:3]1[CH:17]=[CH:16][C:6]2[NH:7][C:8]([C:10](=[O:15])[C:11]([CH3:14])([CH3:13])[CH3:12])=[N:9][C:5]=2[CH:4]=1.C(=O)([O-])[O-].[Cs+].[Cs+].Br[CH2:25][C:26](=[O:31])[C:27]([CH3:30])([CH3:29])[CH3:28].C(OCC)(=O)C. Product: [CH3:12][C:11]([CH3:13])([CH3:14])[C:10]([C:8]1[N:7]([CH2:25][C:26](=[O:31])[C:27]([CH3:30])([CH3:29])[CH3:28])[C:6]2[CH:16]=[CH:17][C:3]([O:2][CH3:1])=[CH:4][C:5]=2[N:9]=1)=[O:15]. The catalyst class is: 3. (2) Reactant: C([O:5][C:6](=[O:34])[C:7]([CH3:33])([CH3:32])[CH2:8][NH:9][C:10]([C:12]1[N:13]=[C:14]([C:30]#[N:31])[C:15]2[C:20]([C:21]=1[OH:22])=[CH:19][CH:18]=[C:17]([CH2:23][C:24]1[CH:29]=[CH:28][CH:27]=[CH:26][CH:25]=1)[CH:16]=2)=[O:11])(C)(C)C. Product: [CH2:23]([C:17]1[CH:16]=[C:15]2[C:20]([C:21]([OH:22])=[C:12]([C:10]([NH:9][CH2:8][C:7]([CH3:32])([CH3:33])[C:6]([OH:34])=[O:5])=[O:11])[N:13]=[C:14]2[C:30]#[N:31])=[CH:19][CH:18]=1)[C:24]1[CH:25]=[CH:26][CH:27]=[CH:28][CH:29]=1. The catalyst class is: 330.